From a dataset of Full USPTO retrosynthesis dataset with 1.9M reactions from patents (1976-2016). Predict the reactants needed to synthesize the given product. (1) The reactants are: [Si]([O:8][C@@H:9]1[C@@H:16]2[N:12]([N:13]=[C:14]([C:22]3[CH:29]=[CH:28][C:25]([C:26]#[N:27])=[C:24]([Cl:30])[C:23]=3[CH3:31])[C@H:15]2[O:17][CH2:18][CH:19]2[CH2:21][CH2:20]2)[CH2:11][CH2:10]1)(C(C)(C)C)(C)C.CCCC[N+](CCCC)(CCCC)CCCC.[F-]. Given the product [Cl:30][C:24]1[C:23]([CH3:31])=[C:22]([C:14]2[C@@H:15]([O:17][CH2:18][CH:19]3[CH2:21][CH2:20]3)[C@@H:16]3[C@@H:9]([OH:8])[CH2:10][CH2:11][N:12]3[N:13]=2)[CH:29]=[CH:28][C:25]=1[C:26]#[N:27], predict the reactants needed to synthesize it. (2) The reactants are: [F:1][C:2]1[CH:7]=[CH:6][C:5]([CH:8]=[CH:9][S:10](Cl)(=[O:12])=[O:11])=[CH:4][CH:3]=1.[C:14]1([OH:20])[CH:19]=[CH:18][CH:17]=[CH:16][CH:15]=1.C(N(CC)CC)C. Given the product [F:1][C:2]1[CH:3]=[CH:4][C:5]([CH:8]=[CH:9][S:10]([O:20][C:14]2[CH:19]=[CH:18][CH:17]=[CH:16][CH:15]=2)(=[O:12])=[O:11])=[CH:6][CH:7]=1, predict the reactants needed to synthesize it. (3) Given the product [CH3:21][C:6]1[CH:7]=[C:8]([C:11]2[CH:16]=[CH:15][C:14]([C:17]([F:18])([F:19])[F:20])=[CH:13][CH:12]=2)[CH:9]=[CH:10][C:5]=1[CH2:3][OH:2], predict the reactants needed to synthesize it. The reactants are: C[O:2][C:3]([C:5]1[CH:10]=[CH:9][C:8]([C:11]2[CH:16]=[CH:15][C:14]([C:17]([F:20])([F:19])[F:18])=[CH:13][CH:12]=2)=[CH:7][C:6]=1[CH3:21])=O.[BH4-].[Na+].CCOC(C)=O.CCCCCC.